Dataset: Catalyst prediction with 721,799 reactions and 888 catalyst types from USPTO. Task: Predict which catalyst facilitates the given reaction. (1) Reactant: [C:1]([O:5][C:6]([NH:8][C@@H:9]([CH2:53][CH2:54][CH2:55][NH:56][C:57](=[O:63])[O:58][C:59]([CH3:62])([CH3:61])[CH3:60])[CH2:10][NH:11][C:12](=[O:52])[CH2:13][C@H:14]([CH2:41][CH2:42][CH2:43][NH:44][C:45]([O:47][C:48]([CH3:51])([CH3:50])[CH3:49])=[O:46])[NH:15][C:16](=[O:40])[C@@H:17]([NH:29]C(=O)OCC1C=CC=CC=1)[CH2:18][CH2:19][CH2:20][NH:21][C:22]([O:24][C:25]([CH3:28])([CH3:27])[CH3:26])=[O:23])=[O:7])([CH3:4])([CH3:3])[CH3:2]. Product: [NH2:29][C@@H:17]([CH2:18][CH2:19][CH2:20][NH:21][C:22](=[O:23])[O:24][C:25]([CH3:28])([CH3:27])[CH3:26])[C:16](=[O:40])[NH:15][C@@H:14]([CH2:41][CH2:42][CH2:43][NH:44][C:45]([O:47][C:48]([CH3:49])([CH3:50])[CH3:51])=[O:46])[CH2:13][C:12](=[O:52])[NH:11][CH2:10][C@@H:9]([NH:8][C:6](=[O:7])[O:5][C:1]([CH3:2])([CH3:3])[CH3:4])[CH2:53][CH2:54][CH2:55][NH:56][C:57]([O:58][C:59]([CH3:60])([CH3:61])[CH3:62])=[O:63]. The catalyst class is: 29. (2) Reactant: [NH2:1][C:2]1[CH:7]=[CH:6][C:5]([C:8]#[N:9])=[CH:4][N:3]=1.N1C=CC=CC=1.[Cl:16][C:17]1[CH:18]=[C:19]([C:24]2([C:39]([F:42])([F:41])[F:40])[O:28][N:27]=[C:26]([C:29]3[CH:37]=[CH:36][C:32]([C:33](Cl)=[O:34])=[C:31]([CH3:38])[CH:30]=3)[CH2:25]2)[CH:20]=[C:21]([Cl:23])[CH:22]=1. Product: [C:8]([C:5]1[CH:6]=[CH:7][C:2]([NH:1][C:33](=[O:34])[C:32]2[CH:36]=[CH:37][C:29]([C:26]3[CH2:25][C:24]([C:19]4[CH:20]=[C:21]([Cl:23])[CH:22]=[C:17]([Cl:16])[CH:18]=4)([C:39]([F:42])([F:41])[F:40])[O:28][N:27]=3)=[CH:30][C:31]=2[CH3:38])=[N:3][CH:4]=1)#[N:9]. The catalyst class is: 4. (3) Reactant: [CH2:1]([C@H:8]([NH:29][C:30](=[O:70])[C@@H:31]([N:36]1[CH2:40][CH2:39][N:38]([CH2:41][C:42]2[CH:47]=[CH:46][CH:45]=[C:44]([CH2:48][O:49]C(C3C=CC=CC=3)(C3C=CC=CC=3)C3C=CC=CC=3)[N:43]=2)[C:37]1=[O:69])[C@@H:32]([CH3:35])[CH2:33][CH3:34])[C@H:9]([OH:28])[CH2:10][N:11]([S:16]([C:19]1[CH:24]=[CH:23][C:22](/[CH:25]=[N:26]/[OH:27])=[CH:21][CH:20]=1)(=[O:18])=[O:17])[CH2:12][CH:13]([CH3:15])[CH3:14])[C:2]1[CH:7]=[CH:6][CH:5]=[CH:4][CH:3]=1.ClCCl.Cl. Product: [CH2:1]([C@H:8]([NH:29][C:30](=[O:70])[C@@H:31]([N:36]1[CH2:40][CH2:39][N:38]([CH2:41][C:42]2[CH:47]=[CH:46][CH:45]=[C:44]([CH2:48][OH:49])[N:43]=2)[C:37]1=[O:69])[C@@H:32]([CH3:35])[CH2:33][CH3:34])[C@H:9]([OH:28])[CH2:10][N:11]([S:16]([C:19]1[CH:20]=[CH:21][C:22](/[CH:25]=[N:26]/[OH:27])=[CH:23][CH:24]=1)(=[O:18])=[O:17])[CH2:12][CH:13]([CH3:14])[CH3:15])[C:2]1[CH:3]=[CH:4][CH:5]=[CH:6][CH:7]=1. The catalyst class is: 5. (4) The catalyst class is: 10. Product: [C:26]([C:30]1[CH:31]=[CH:32][C:33]([NH:34][C:14]2[C:15]3[CH2:16][CH2:17][N:8]([CH2:1][C:2]4[CH:7]=[CH:6][CH:5]=[CH:4][CH:3]=4)[CH2:9][C:10]=3[N:11]=[C:12]([CH2:19][N:20]3[CH2:25][CH2:24][O:23][CH2:22][CH2:21]3)[N:13]=2)=[CH:35][CH:36]=1)([CH3:29])([CH3:27])[CH3:28]. Reactant: [CH2:1]([N:8]1[CH2:17][CH2:16][C:15]2[C:14](Cl)=[N:13][C:12]([CH2:19][N:20]3[CH2:25][CH2:24][O:23][CH2:22][CH2:21]3)=[N:11][C:10]=2[CH2:9]1)[C:2]1[CH:7]=[CH:6][CH:5]=[CH:4][CH:3]=1.[C:26]([C:30]1[CH:36]=[CH:35][C:33]([NH2:34])=[CH:32][CH:31]=1)([CH3:29])([CH3:28])[CH3:27]. (5) Reactant: [I:1][C:2]1[CH:8]=[CH:7][C:5]([NH2:6])=[C:4]([N+:9]([O-])=O)[CH:3]=1.[CH:12](O)=O. Product: [I:1][C:2]1[CH:8]=[CH:7][C:5]2[NH:6][CH:12]=[N:9][C:4]=2[CH:3]=1. The catalyst class is: 292.